From a dataset of Reaction yield outcomes from USPTO patents with 853,638 reactions. Predict the reaction yield, written as a fraction of the theoretical maximum amount of product (1.0 means a 100% yield; for example, 0.34 means a 34% yield). The reactants are [O:1]1[CH2:6][CH2:5][CH:4]([NH:7][C:8]2[CH:13]=[CH:12][N:11]=[C:10]([C:14]([O:16]C)=O)[CH:9]=2)[CH2:3][CH2:2]1.[NH2:18][CH2:19][CH:20]([OH:32])[CH2:21][N:22]1[CH2:31][CH2:30][C:29]2[C:24](=[CH:25][CH:26]=[CH:27][CH:28]=2)[CH2:23]1. The catalyst is CO. The product is [CH2:23]1[C:24]2[C:29](=[CH:28][CH:27]=[CH:26][CH:25]=2)[CH2:30][CH2:31][N:22]1[CH2:21][CH:20]([OH:32])[CH2:19][NH:18][C:14](=[O:16])[C:10]1[CH:9]=[C:8]([NH:7][CH:4]2[CH2:3][CH2:2][O:1][CH2:6][CH2:5]2)[CH:13]=[CH:12][N:11]=1. The yield is 0.344.